Dataset: Catalyst prediction with 721,799 reactions and 888 catalyst types from USPTO. Task: Predict which catalyst facilitates the given reaction. (1) Reactant: Br[C:2]1[CH:3]=[C:4]([O:9][CH:10]([C:12]2[CH:17]=[CH:16][CH:15]=[CH:14][N:13]=2)[CH3:11])[C:5]([NH2:8])=[N:6][CH:7]=1.[B:18]1([B:18]2[O:22][C:21]([CH3:24])([CH3:23])[C:20]([CH3:26])([CH3:25])[O:19]2)[O:22][C:21]([CH3:24])([CH3:23])[C:20]([CH3:26])([CH3:25])[O:19]1.C1(P(C2CCCCC2)C2CCCCC2)CCCCC1.C([O-])(=O)C.[K+]. The catalyst class is: 62. Product: [N:13]1[CH:14]=[CH:15][CH:16]=[CH:17][C:12]=1[CH:10]([O:9][C:4]1[C:5]([NH2:8])=[N:6][CH:7]=[C:2]([B:18]2[O:22][C:21]([CH3:24])([CH3:23])[C:20]([CH3:26])([CH3:25])[O:19]2)[CH:3]=1)[CH3:11]. (2) Reactant: [OH:1][C:2]1[CH:7]=[CH:6][CH:5]=[CH:4][C:3]=1[C:8]1[N:17]=[C:16]([N:18]2[CH2:22][CH2:21][C@@H:20]([CH2:23][NH:24][C:25](=[O:30])[O:26][CH2:27][CH2:28][CH3:29])[CH2:19]2)[C:15]2[C:10](=[CH:11][C:12]([CH3:31])=[CH:13][CH:14]=2)[N:9]=1.[ClH:32].CCOCC. Product: [ClH:32].[OH:1][C:2]1[CH:7]=[CH:6][CH:5]=[CH:4][C:3]=1[C:8]1[N:17]=[C:16]([N:18]2[CH2:22][CH2:21][C@@H:20]([CH2:23][NH:24][C:25](=[O:30])[O:26][CH2:27][CH2:28][CH3:29])[CH2:19]2)[C:15]2[C:10](=[CH:11][C:12]([CH3:31])=[CH:13][CH:14]=2)[N:9]=1. The catalyst class is: 2. (3) Product: [F:37][C:38]([F:43])([F:42])[C:39]([OH:41])=[O:40].[Cl:27][C:22]1[CH:21]=[C:20]2[NH:19][C:18](=[O:28])[C:10]3([CH:9]([C:29]4[CH:34]=[CH:33][CH:32]=[C:31]([Cl:35])[C:30]=4[F:36])[CH:8]([C:6]([OH:7])=[O:5])[NH:12][CH:11]3[CH2:13][C:14]([CH3:15])([CH3:16])[CH3:17])[C:25]2=[C:24]([F:26])[CH:23]=1. The catalyst class is: 4. Reactant: C([O:5][C:6]([CH:8]1[NH:12][CH:11]([CH2:13][C:14]([CH3:17])([CH3:16])[CH3:15])[C:10]2([C:25]3[C:20](=[CH:21][C:22]([Cl:27])=[CH:23][C:24]=3[F:26])[NH:19][C:18]2=[O:28])[CH:9]1[C:29]1[CH:34]=[CH:33][CH:32]=[C:31]([Cl:35])[C:30]=1[F:36])=[O:7])(C)(C)C.[F:37][C:38]([F:43])([F:42])[C:39]([OH:41])=[O:40]. (4) Reactant: [F:1][C:2]1[CH:7]=[CH:6][C:5]([NH2:8])=[CH:4][C:3]=1[N+:9]([O-:11])=[O:10].CCN(C(C)C)C(C)C.[O:21]1[CH:25]=[CH:24][CH:23]=[C:22]1[C:26](Cl)=[O:27].O. Product: [F:1][C:2]1[CH:7]=[CH:6][C:5]([NH:8][C:26]([C:22]2[O:21][CH:25]=[CH:24][CH:23]=2)=[O:27])=[CH:4][C:3]=1[N+:9]([O-:11])=[O:10]. The catalyst class is: 1. (5) Reactant: Cl[C:2]1[C:30]([CH3:31])=[CH:29][C:5]2[N:6]=[C:7]3[C:12]([N:13]([CH2:14][CH2:15][CH2:16][CH2:17][CH2:18][CH2:19][C:20]([O:22][C:23]([CH3:26])([CH3:25])[CH3:24])=[O:21])[C:4]=2[CH:3]=1)=[N:11][C:10](=[O:27])[NH:9][C:8]3=[O:28].[CH:32]1([NH2:35])[CH2:34][CH2:33]1. Product: [CH:32]1([NH:35][C:2]2[C:30]([CH3:31])=[CH:29][C:5]3[N:6]=[C:7]4[C:12]([N:13]([CH2:14][CH2:15][CH2:16][CH2:17][CH2:18][CH2:19][C:20]([O:22][C:23]([CH3:26])([CH3:25])[CH3:24])=[O:21])[C:4]=3[CH:3]=2)=[N:11][C:10](=[O:27])[NH:9][C:8]4=[O:28])[CH2:34][CH2:33]1. The catalyst class is: 3. (6) Reactant: [N+:1]([C:4]1[C:9]2[N:10]3[CH2:14][C:11]3([C:15]3[CH:20]=[CH:19][CH:18]=[CH:17][N:16]=3)[CH2:12][O:13][C:8]=2[CH:7]=[CH:6][CH:5]=1)([O-])=O.[H][H]. Product: [CH3:14][C:11]1([C:15]2[CH:20]=[CH:19][CH:18]=[CH:17][N:16]=2)[NH:10][C:9]2=[C:4]([NH2:1])[CH:5]=[CH:6][CH:7]=[C:8]2[O:13][CH2:12]1. The catalyst class is: 541. (7) Reactant: [C:1]([C:4]1[NH:8][C:7]2[C:9]([Cl:13])=[C:10]([Cl:12])[S:11][C:6]=2[CH:5]=1)([OH:3])=O.[NH2:14][CH:15]1[CH2:23][C:22]2[C:17](=[CH:18][CH:19]=[CH:20][CH:21]=2)[CH2:16]1.C(N(C(C)C)CC)(C)C.CN(C(ON1N=NC2C=CC=NC1=2)=[N+](C)C)C.F[P-](F)(F)(F)(F)F. Product: [Cl:12][C:10]1[S:11][C:6]2[CH:5]=[C:4]([C:1](=[O:3])[NH:14][CH:15]3[CH2:23][C:22]4[C:17](=[CH:18][CH:19]=[CH:20][CH:21]=4)[CH2:16]3)[NH:8][C:7]=2[C:9]=1[Cl:13]. The catalyst class is: 3. (8) The catalyst class is: 92. Product: [CH3:1][O:2][C:3]1[CH:4]=[CH:5][C:6]([S:9][C:10]2[C:11]([C:23]([NH:25][C:26]3[S:27][C:28]([S:31][CH2:32][C:33]([OH:35])=[O:34])=[CH:29][N:30]=3)=[O:24])=[N:12][C:13]([S:16][C:17]3[CH:22]=[CH:21][CH:20]=[CH:19][N:18]=3)=[CH:14][CH:15]=2)=[CH:7][CH:8]=1. Reactant: [CH3:1][O:2][C:3]1[CH:8]=[CH:7][C:6]([S:9][C:10]2[C:11]([C:23]([NH:25][C:26]3[S:27][C:28]([S:31][CH2:32][C:33]([O:35]CC)=[O:34])=[CH:29][N:30]=3)=[O:24])=[N:12][C:13]([S:16][C:17]3[CH:22]=[CH:21][CH:20]=[CH:19][N:18]=3)=[CH:14][CH:15]=2)=[CH:5][CH:4]=1.[OH-].[Li+].Cl. (9) Reactant: Cl[C:2]1[CH:7]=[CH:6]C=CC=1.[NH:8]1[CH:12]=[CH:11][N:10]=C1.[OH-:13].[Na+]. Product: [C:7]([C:6]1[NH:8][CH:12]=[CH:11][N:10]=1)([C:2]1[NH:8][CH:12]=[CH:11][N:10]=1)=[O:13]. The catalyst class is: 6. (10) Reactant: Cl[C:2]1[N:7]2[N:8]=[CH:9][N:10]=[C:6]2[CH:5]=[CH:4][N:3]=1.O.[NH2:12][NH2:13]. Product: [NH:12]([C:2]1[N:7]2[N:8]=[CH:9][N:10]=[C:6]2[CH:5]=[CH:4][N:3]=1)[NH2:13]. The catalyst class is: 8.